From a dataset of Forward reaction prediction with 1.9M reactions from USPTO patents (1976-2016). Predict the product of the given reaction. Given the reactants [NH2:1][C:2]1[CH:11]=[CH:10][C:9]([C:12]([NH2:14])=[O:13])=[C:8]2[C:3]=1[CH:4]=[CH:5][CH:6]=[N:7]2.C(OC([NH:22][CH:23]([C:27]1[CH:32]=[CH:31][CH:30]=[CH:29][CH:28]=1)[C:24](O)=[O:25])=O)(C)(C)C, predict the reaction product. The product is: [NH2:22][CH:23]([C:27]1[CH:32]=[CH:31][CH:30]=[CH:29][CH:28]=1)[C:24]([NH:1][C:2]1[CH:11]=[CH:10][C:9]([C:12]([NH2:14])=[O:13])=[C:8]2[C:3]=1[CH:4]=[CH:5][CH:6]=[N:7]2)=[O:25].